Task: Regression. Given two drug SMILES strings and cell line genomic features, predict the synergy score measuring deviation from expected non-interaction effect.. Dataset: NCI-60 drug combinations with 297,098 pairs across 59 cell lines (1) Drug 1: C1=C(C(=O)NC(=O)N1)F. Drug 2: C1=CN(C(=O)N=C1N)C2C(C(C(O2)CO)O)O.Cl. Cell line: OVCAR-5. Synergy scores: CSS=41.3, Synergy_ZIP=-6.40, Synergy_Bliss=-8.55, Synergy_Loewe=-4.27, Synergy_HSA=-2.28. (2) Drug 1: C1CCN(CC1)CCOC2=CC=C(C=C2)C(=O)C3=C(SC4=C3C=CC(=C4)O)C5=CC=C(C=C5)O. Drug 2: C1=CN(C(=O)N=C1N)C2C(C(C(O2)CO)O)O.Cl. Cell line: OVCAR-4. Synergy scores: CSS=-0.958, Synergy_ZIP=-0.372, Synergy_Bliss=-0.474, Synergy_Loewe=-4.58, Synergy_HSA=-3.38. (3) Drug 1: C1=CC(=CC=C1CCCC(=O)O)N(CCCl)CCCl. Drug 2: C1C(C(OC1N2C=NC(=NC2=O)N)CO)O. Cell line: MDA-MB-435. Synergy scores: CSS=-6.33, Synergy_ZIP=-1.37, Synergy_Bliss=-3.42, Synergy_Loewe=-7.95, Synergy_HSA=-6.47. (4) Drug 1: CCCCC(=O)OCC(=O)C1(CC(C2=C(C1)C(=C3C(=C2O)C(=O)C4=C(C3=O)C=CC=C4OC)O)OC5CC(C(C(O5)C)O)NC(=O)C(F)(F)F)O. Drug 2: CC1=C(C(=O)C2=C(C1=O)N3CC4C(C3(C2COC(=O)N)OC)N4)N. Cell line: UACC62. Synergy scores: CSS=57.3, Synergy_ZIP=0.955, Synergy_Bliss=3.52, Synergy_Loewe=5.69, Synergy_HSA=8.28. (5) Drug 1: CC1=C(C=C(C=C1)NC2=NC=CC(=N2)N(C)C3=CC4=NN(C(=C4C=C3)C)C)S(=O)(=O)N.Cl. Drug 2: C1=CC=C(C=C1)NC(=O)CCCCCCC(=O)NO. Cell line: SNB-19. Synergy scores: CSS=4.08, Synergy_ZIP=0.752, Synergy_Bliss=3.67, Synergy_Loewe=0.451, Synergy_HSA=1.78. (6) Drug 1: CCC1=CC2CC(C3=C(CN(C2)C1)C4=CC=CC=C4N3)(C5=C(C=C6C(=C5)C78CCN9C7C(C=CC9)(C(C(C8N6C)(C(=O)OC)O)OC(=O)C)CC)OC)C(=O)OC.C(C(C(=O)O)O)(C(=O)O)O. Drug 2: C1=CC(=CC=C1CC(C(=O)O)N)N(CCCl)CCCl.Cl. Cell line: NCIH23. Synergy scores: CSS=20.7, Synergy_ZIP=-2.09, Synergy_Bliss=-0.459, Synergy_Loewe=-12.2, Synergy_HSA=-0.120.